From a dataset of Catalyst prediction with 721,799 reactions and 888 catalyst types from USPTO. Predict which catalyst facilitates the given reaction. (1) Reactant: [Li+].[BH4-].Cl[Si](C)(C)C.[CH3:8][N:9]([CH3:25])[C:10]1[C:15](/[CH:16]=[CH:17]/[N+:18]([O-])=O)=[CH:14][CH:13]=[C:12]([C:21]([F:24])([F:23])[F:22])[N:11]=1. Product: [NH2:18][CH2:17][CH2:16][C:15]1[C:10]([N:9]([CH3:8])[CH3:25])=[N:11][C:12]([C:21]([F:22])([F:23])[F:24])=[CH:13][CH:14]=1. The catalyst class is: 1. (2) Reactant: [CH3:1][O:2][C:3]1[CH:4]=[C:5]([NH2:21])[C:6]([Cl:20])=[CH:7][C:8]=1[C:9]([NH:11][CH:12]1[CH:17]([O:18][CH3:19])[CH2:16][NH:15][CH2:14][CH2:13]1)=[O:10].C(=O)([O-])[O-].[K+].[K+].[CH3:28][O:29][C:30](=[O:33])[CH2:31]Br. Product: [CH3:28][O:29][C:30](=[O:33])[CH2:31][N:15]1[CH2:14][CH2:13][CH:12]([NH:11][C:9](=[O:10])[C:8]2[CH:7]=[C:6]([Cl:20])[C:5]([NH2:21])=[CH:4][C:3]=2[O:2][CH3:1])[CH:17]([O:18][CH3:19])[CH2:16]1. The catalyst class is: 3. (3) Reactant: [Br:1][CH2:2][C:3]([C:5]1[C:14]2[C:9](=[CH:10][CH:11]=[C:12]([O:15][CH3:16])[N:13]=2)[N:8]=[CH:7][CH:6]=1)=[O:4].B(Cl)([C@@H]1[C@@H](C)[C@H]2C(C)(C)[C@@H](C2)C1)[C@@H]1[C@@H](C)[C@@H]2C(C)(C)[C@@H](C2)C1.N(CCO)CCO. Product: [Br:1][CH2:2][C@@H:3]([C:5]1[C:14]2[C:9](=[CH:10][CH:11]=[C:12]([O:15][CH3:16])[N:13]=2)[N:8]=[CH:7][CH:6]=1)[OH:4]. The catalyst class is: 11. (4) Reactant: [OH-].[Na+].[F:3][CH2:4][CH2:5][O:6][C:7]1[CH:12]=[CH:11][C:10]([C:13]2[N:14]=[C:15]3[CH:20]=[CH:19][C:18]([Cl:21])=[CH:17][N:16]3[C:22]=2[CH2:23][C:24]([O:26]C)=[O:25])=[CH:9][CH:8]=1. Product: [F:3][CH2:4][CH2:5][O:6][C:7]1[CH:8]=[CH:9][C:10]([C:13]2[N:14]=[C:15]3[CH:20]=[CH:19][C:18]([Cl:21])=[CH:17][N:16]3[C:22]=2[CH2:23][C:24]([OH:26])=[O:25])=[CH:11][CH:12]=1. The catalyst class is: 72. (5) Reactant: [CH3:1][S:2]([C:5]1[CH:10]=[CH:9][C:8]([C@H:11]([C:29]2[CH:34]=[C:33]([F:35])[CH:32]=[C:31]([F:36])[CH:30]=2)[CH2:12][C:13](N2[C@H](C3C=CC=CC=3)[C@H](C)N(C)C2=O)=[O:14])=[CH:7][CH:6]=1)(=[O:4])=[O:3].[BH4-].[Li+]. Product: [F:36][C:31]1[CH:30]=[C:29]([C@@H:11]([C:8]2[CH:9]=[CH:10][C:5]([S:2]([CH3:1])(=[O:4])=[O:3])=[CH:6][CH:7]=2)[CH2:12][CH2:13][OH:14])[CH:34]=[C:33]([F:35])[CH:32]=1. The catalyst class is: 1. (6) Reactant: [O:1]([C:6]1[CH:25]=[CH:24][C:9]([CH2:10][CH:11]2[CH:15]([C:16]3[CH:21]=[CH:20][CH:19]=[C:18]([Cl:22])[CH:17]=3)[O:14]C(=O)[NH:12]2)=[CH:8][CH:7]=1)[C:2]([CH3:5])([CH3:4])[CH3:3].[OH-].[Na+].O. Product: [NH2:12][CH:11]([CH2:10][C:9]1[CH:8]=[CH:7][C:6]([O:1][C:2]([CH3:5])([CH3:4])[CH3:3])=[CH:25][CH:24]=1)[CH:15]([C:16]1[CH:21]=[CH:20][CH:19]=[C:18]([Cl:22])[CH:17]=1)[OH:14]. The catalyst class is: 8. (7) Reactant: [Cl:1][C:2]1[CH:3]=[N+:4]([O-:50])[CH:5]=[C:6]([Cl:49])[C:7]=1[CH2:8][C@@H:9]([C:34]1[CH:39]=[CH:38][C:37]([O:40][CH:41]([F:43])[F:42])=[C:36]([O:44][CH2:45][CH:46]2[CH2:48][CH2:47]2)[CH:35]=1)[O:10][C:11]([C@H:13]1[N:17]([C:18](=[O:33])[C:19]2[CH:24]=[CH:23][CH:22]=[C:21]([CH2:25][NH:26][C:27]3[CH:32]=[CH:31][CH:30]=[CH:29][CH:28]=3)[CH:20]=2)[CH2:16][CH2:15][S:14]1)=[O:12].N1C=CC=CC=1.[C:57](Cl)(=[O:67])[O:58][C@@H:59]1[CH:64]2[CH2:65][CH2:66][N:61]([CH2:62][CH2:63]2)[CH2:60]1. Product: [CH:11]([OH:12])=[O:10].[Cl:1][C:2]1[CH:3]=[N+:4]([O-:50])[CH:5]=[C:6]([Cl:49])[C:7]=1[CH2:8][C@@H:9]([C:34]1[CH:39]=[CH:38][C:37]([O:40][CH:41]([F:43])[F:42])=[C:36]([O:44][CH2:45][CH:46]2[CH2:47][CH2:48]2)[CH:35]=1)[O:10][C:11]([C@H:13]1[N:17]([C:18](=[O:33])[C:19]2[CH:24]=[CH:23][CH:22]=[C:21]([CH2:25][N:26]([C:27]3[CH:32]=[CH:31][CH:30]=[CH:29][CH:28]=3)[C:57]([O:58][C@@H:59]3[CH:64]4[CH2:65][CH2:66][N:61]([CH2:62][CH2:63]4)[CH2:60]3)=[O:67])[CH:20]=2)[CH2:16][CH2:15][S:14]1)=[O:12]. The catalyst class is: 33. (8) Product: [Br:1][C:2]1[CH:7]=[C:6]([CH:5]=[C:4]([Br:10])[C:3]=1[Br:11])[CH2:8][N:12]=[N+:13]=[N-:14]. The catalyst class is: 3. Reactant: [Br:1][C:2]1[CH:7]=[C:6]([CH2:8]Br)[CH:5]=[C:4]([Br:10])[C:3]=1[Br:11].[N-:12]=[N+:13]=[N-:14].[Na+].O. (9) Reactant: [C:1]1([NH:7][C:8]2[O:9][CH:10]=[C:11]([C:13]([O:15]CC)=[O:14])[N:12]=2)[CH:6]=[CH:5][CH:4]=[CH:3][CH:2]=1.[OH-].[Li+].O.Cl. Product: [C:1]1([NH:7][C:8]2[O:9][CH:10]=[C:11]([C:13]([OH:15])=[O:14])[N:12]=2)[CH:2]=[CH:3][CH:4]=[CH:5][CH:6]=1. The catalyst class is: 1. (10) Reactant: Br[C:2]1[CH:7]=[CH:6][C:5]([F:8])=[CH:4][N:3]=1.C([Li])CCC.[CH3:14][N:15]([CH3:30])[CH2:16][CH2:17][C:18]1[S:22][C:21]2[CH:23]=[CH:24][CH:25]=[CH:26][C:20]=2[C:19]=1[C:27](=[O:29])[CH3:28]. Product: [CH3:30][N:15]([CH3:14])[CH2:16][CH2:17][C:18]1[S:22][C:21]2[CH:23]=[CH:24][CH:25]=[CH:26][C:20]=2[C:19]=1[C:27]([C:2]1[CH:7]=[CH:6][C:5]([F:8])=[CH:4][N:3]=1)([OH:29])[CH3:28]. The catalyst class is: 635.